Dataset: Full USPTO retrosynthesis dataset with 1.9M reactions from patents (1976-2016). Task: Predict the reactants needed to synthesize the given product. (1) The reactants are: C([O:3][C:4](=[O:39])[CH2:5][O:6][C:7]1[CH:12]=[CH:11][C:10]([N:13]([CH3:33])[CH:14]([C:16]2[C:17]([CH3:32])=[N:18][C:19]([C:22]3[CH:27]=[CH:26][CH:25]=[C:24]([C:28]([F:31])([F:30])[F:29])[CH:23]=3)=[CH:20][CH:21]=2)[CH3:15])=[CH:9][C:8]=1[CH2:34][CH2:35][CH2:36][O:37][CH3:38])C.[OH-].[Na+]. Given the product [CH3:38][O:37][CH2:36][CH2:35][CH2:34][C:8]1[CH:9]=[C:10]([N:13]([CH3:33])[CH:14]([C:16]2[C:17]([CH3:32])=[N:18][C:19]([C:22]3[CH:27]=[CH:26][CH:25]=[C:24]([C:28]([F:31])([F:29])[F:30])[CH:23]=3)=[CH:20][CH:21]=2)[CH3:15])[CH:11]=[CH:12][C:7]=1[O:6][CH2:5][C:4]([OH:39])=[O:3], predict the reactants needed to synthesize it. (2) Given the product [CH:21]([N:20]1[C:16]([C:10]2[N:11]=[C:12]3[C:13]4[CH:14]=[N:15][C:2]([N:24]5[CH2:28][CH2:27][CH2:26][CH:25]5[C:29]5[CH:30]=[CH:31][N:32]=[CH:33][CH:34]=5)=[CH:3][C:4]=4[O:5][CH2:6][CH2:7][N:8]3[CH:9]=2)=[N:17][CH:18]=[N:19]1)([CH3:23])[CH3:22], predict the reactants needed to synthesize it. The reactants are: Cl[C:2]1[CH:3]=[C:4]2[C:13](=[CH:14][N:15]=1)[C:12]1[N:8]([CH:9]=[C:10]([C:16]3[N:20]([CH:21]([CH3:23])[CH3:22])[N:19]=[CH:18][N:17]=3)[N:11]=1)[CH2:7][CH2:6][O:5]2.[NH:24]1[CH2:28][CH2:27][CH2:26][CH:25]1[C:29]1[CH:34]=[CH:33][N:32]=[CH:31][CH:30]=1. (3) Given the product [Cl:41][C:12]1[CH:13]=[C:14]2[C:9](=[CH:10][CH:11]=1)[NH:8][C:20]1[C:19]([O:21][CH2:22][CH2:23][CH2:24][N:52]3[CH2:53][CH2:54][CH2:55][CH:50]([CH2:49][NH2:56])[CH2:51]3)=[C:18]3[NH:26][C:27]4[CH:28]=[CH:29][C:30]([Cl:33])=[CH:31][C:32]=4[C:17]3=[CH:16][C:15]2=1, predict the reactants needed to synthesize it. The reactants are: C([N:8]1[C:20]2[C:19]([O:21][CH2:22][CH2:23][CH2:24]Br)=[C:18]3[N:26](C(OC(C)(C)C)=O)[C:27]4[CH:28]=[CH:29][C:30]([Cl:33])=[CH:31][C:32]=4[C:17]3=[CH:16][C:15]=2[C:14]2[C:9]1=[CH:10][CH:11]=[C:12]([Cl:41])[CH:13]=2)(OC(C)(C)C)=O.C([CH:49]([NH2:56])[CH:50]1[CH2:55][CH2:54][CH2:53][NH:52][CH2:51]1)(OC(C)(C)C)=O.